Dataset: Forward reaction prediction with 1.9M reactions from USPTO patents (1976-2016). Task: Predict the product of the given reaction. (1) Given the reactants [Cl:1][C:2]1[S:3][CH:4]=[C:5]([C:7]([OH:9])=O)[N:6]=1.[NH2:10][C:11]1[C:12]([O:31][CH3:32])=[N:13][C:14]([NH:19][CH2:20][CH2:21][N:22]([CH3:30])[C:23](=[O:29])[O:24][C:25]([CH3:28])([CH3:27])[CH3:26])=[N:15][C:16]=1[O:17][CH3:18].C(C1C=CC(C)=C(C=1)OC1OC=C(C(NC2C(OC)=NC(NCCN(C)C(=O)OC(C)(C)C)=NC=2OC)=O)N=1)(C)(C)C, predict the reaction product. The product is: [Cl:1][C:2]1[S:3][CH:4]=[C:5]([C:7]([NH:10][C:11]2[C:16]([O:17][CH3:18])=[N:15][C:14]([NH:19][CH2:20][CH2:21][N:22]([CH3:30])[C:23](=[O:29])[O:24][C:25]([CH3:26])([CH3:27])[CH3:28])=[N:13][C:12]=2[O:31][CH3:32])=[O:9])[N:6]=1. (2) The product is: [C:1]([O:5][C:6]([N:8]1[CH2:13][CH2:12][N:11]([CH2:14][CH2:15][OH:16])[C:10](=[O:24])[CH2:9]1)=[O:7])([CH3:4])([CH3:2])[CH3:3]. Given the reactants [C:1]([O:5][C:6]([N:8]1[CH2:13][CH2:12][N:11]([CH2:14][CH2:15][O:16][Si](C(C)(C)C)(C)C)[C:10](=[O:24])[CH2:9]1)=[O:7])([CH3:4])([CH3:3])[CH3:2].[F-].C([N+](CCCC)(CCCC)CCCC)CCC, predict the reaction product. (3) Given the reactants O.[P:2]([O:8]C)([O:6]C)([O:4][CH3:5])=[O:3].[CH3:10][N:11]([CH3:13])[CH3:12], predict the reaction product. The product is: [P:2]([O-:8])([O-:6])([O-:4])=[O:3].[CH3:10][N+:11]([CH3:5])([CH3:13])[CH3:12].[CH3:10][N+:11]([CH3:5])([CH3:13])[CH3:12].[CH3:10][N+:11]([CH3:5])([CH3:13])[CH3:12]. (4) Given the reactants [Br:1][C:2]1[CH:27]=[CH:26][C:25]([O:28]C)=[CH:24][C:3]=1[CH2:4][NH:5][C:6]1[C:11]([Cl:12])=[CH:10][N:9]=[C:8]([NH:13][C:14]2[CH:15]=[C:16]([CH2:20][CH2:21][CH2:22]O)[CH:17]=[CH:18][CH:19]=2)[N:7]=1.B(Br)(Br)[Br:31].C([O-])([O-])=O.[Na+].[Na+], predict the reaction product. The product is: [Br:1][C:2]1[CH:27]=[CH:26][C:25]([OH:28])=[CH:24][C:3]=1[CH2:4][NH:5][C:6]1[C:11]([Cl:12])=[CH:10][N:9]=[C:8]([NH:13][C:14]2[CH:19]=[CH:18][CH:17]=[C:16]([CH2:20][CH2:21][CH2:22][Br:31])[CH:15]=2)[N:7]=1.